This data is from Reaction yield outcomes from USPTO patents with 853,638 reactions. The task is: Predict the reaction yield, written as a fraction of the theoretical maximum amount of product (1.0 means a 100% yield; for example, 0.34 means a 34% yield). (1) The reactants are Br[C:2]1[CH:10]=[C:9]2[C:5]([CH2:6][NH:7][C:8]2=[O:11])=[CH:4][CH:3]=1.[CH3:12][C:13]1([CH3:29])[C:17]([CH3:19])([CH3:18])[O:16][B:15]([B:15]2[O:16][C:17]([CH3:19])([CH3:18])[C:13]([CH3:29])([CH3:12])[O:14]2)[O:14]1.C([O-])(=O)C.[K+]. The catalyst is C1C=CC(P(C2C=CC=CC=2)[C-]2C=CC=C2)=CC=1.C1C=CC(P(C2C=CC=CC=2)[C-]2C=CC=C2)=CC=1.Cl[Pd]Cl.[Fe+2]. The product is [CH3:12][C:13]1([CH3:29])[C:17]([CH3:19])([CH3:18])[O:16][B:15]([C:2]2[CH:10]=[C:9]3[C:5]([CH2:6][NH:7][C:8]3=[O:11])=[CH:4][CH:3]=2)[O:14]1. The yield is 0.620. (2) The reactants are F[C:2]1[CH:9]=[CH:8][C:7]([N+:10]([O-:12])=[O:11])=[CH:6][C:3]=1[CH:4]=O.C(=O)([O-])[O-].[K+].[K+].[C:19]([O:23][CH2:24][CH3:25])(=[O:22])[CH2:20][SH:21].Cl. The catalyst is CN(C)C=O. The product is [N+:10]([C:7]1[CH:8]=[CH:9][C:2]2[S:21][C:20]([C:19]([O:23][CH2:24][CH3:25])=[O:22])=[CH:4][C:3]=2[CH:6]=1)([O-:12])=[O:11]. The yield is 0.951. (3) The yield is 0.0400. The reactants are FC(F)(F)C(O)=O.[BH4-].[Na+].[Cl:10][C:11]1[CH:16]=[CH:15][C:14]([C:17]2[S:18][CH:19]=[C:20]([CH2:22][C:23]#[N:24])[N:21]=2)=[CH:13][CH:12]=1.O. The catalyst is O1CCCC1. The product is [Cl:10][C:11]1[CH:12]=[CH:13][C:14]([C:17]2[S:18][CH:19]=[C:20]([CH2:22][CH2:23][NH2:24])[N:21]=2)=[CH:15][CH:16]=1. (4) The reactants are [Br:1][C:2]1[CH:10]=[C:9]([C:11]([F:14])([F:13])[F:12])[CH:8]=[C:7]2[C:3]=1[CH:4]=[CH:5][NH:6]2.[H-].[Na+].Br[CH:18]([CH3:20])[CH3:19]. The catalyst is CN(C=O)C. The product is [Br:1][C:2]1[CH:10]=[C:9]([C:11]([F:12])([F:13])[F:14])[CH:8]=[C:7]2[C:3]=1[CH:4]=[CH:5][N:6]2[CH:18]([CH3:20])[CH3:19]. The yield is 0.400. (5) The reactants are N(C(OC(C)C)=O)=NC(OC(C)C)=O.C1(P(C2C=CC=CC=2)C2C=CC=CC=2)C=CC=CC=1.[S:34]1C=C[CH:36]=[C:35]1CC(O)=O.[CH2:43]([O:50][C:51](=[O:65])[C@@H:52]1[CH2:56][C@H:55](O)[CH2:54][N:53]1[C:58]([O:60][C:61]([CH3:64])([CH3:63])[CH3:62])=[O:59])[C:44]1[CH:49]=[CH:48][CH:47]=[CH:46][CH:45]=1. The catalyst is C1COCC1.CCCCCC.CCOC(C)=O. The product is [CH2:43]([O:50][C:51](=[O:65])[C@@H:52]1[CH2:56][C@@H:55]([C:35](=[S:34])[CH3:36])[CH2:54][N:53]1[C:58]([O:60][C:61]([CH3:64])([CH3:63])[CH3:62])=[O:59])[C:44]1[CH:49]=[CH:48][CH:47]=[CH:46][CH:45]=1. The yield is 0.615. (6) The reactants are [CH3:1][N:2]([CH2:12][CH2:13][NH:14][S:15]([C:18]1[CH:23]=[C:22]([S:24]([C:27]2[CH:32]=[CH:31][CH:30]=[CH:29][CH:28]=2)(=[O:26])=[O:25])[CH:21]=[CH:20][C:19]=1[C:33]([F:36])([F:35])[F:34])(=[O:17])=[O:16])[C:3]([NH:5][CH2:6][C:7]([O:9]CC)=[O:8])=[O:4].O.[OH-].[Li+]. The catalyst is CCO.O. The product is [CH3:1][N:2]([CH2:12][CH2:13][NH:14][S:15]([C:18]1[CH:23]=[C:22]([S:24]([C:27]2[CH:28]=[CH:29][CH:30]=[CH:31][CH:32]=2)(=[O:26])=[O:25])[CH:21]=[CH:20][C:19]=1[C:33]([F:36])([F:34])[F:35])(=[O:16])=[O:17])[C:3]([NH:5][CH2:6][C:7]([OH:9])=[O:8])=[O:4]. The yield is 1.00.